The task is: Regression/Classification. Given a drug SMILES string, predict its absorption, distribution, metabolism, or excretion properties. Task type varies by dataset: regression for continuous measurements (e.g., permeability, clearance, half-life) or binary classification for categorical outcomes (e.g., BBB penetration, CYP inhibition). Dataset: cyp2c9_veith.. This data is from CYP2C9 inhibition data for predicting drug metabolism from PubChem BioAssay. (1) The drug is CCCCCC[C@@H]([C@H](C)O)n1cnc2c(N)ncnc21. The result is 0 (non-inhibitor). (2) The drug is CN(C(=O)c1ccncc1)c1ccccc1. The result is 0 (non-inhibitor).